From a dataset of Reaction yield outcomes from USPTO patents with 853,638 reactions. Predict the reaction yield, written as a fraction of the theoretical maximum amount of product (1.0 means a 100% yield; for example, 0.34 means a 34% yield). (1) The reactants are [Li+].[OH-].C[O:4][C:5](=[O:26])[CH2:6][CH2:7][C:8]1[N:9]=[C:10]([N:21]([CH:23]2[CH2:25][CH2:24]2)[CH3:22])[C:11]2[C:16]3[CH2:17][CH2:18][CH2:19][CH2:20][C:15]=3[S:14][C:12]=2[N:13]=1.Cl. The catalyst is O.C1COCC1. The product is [CH:23]1([N:21]([CH3:22])[C:10]2[C:11]3[C:16]4[CH2:17][CH2:18][CH2:19][CH2:20][C:15]=4[S:14][C:12]=3[N:13]=[C:8]([CH2:7][CH2:6][C:5]([OH:26])=[O:4])[N:9]=2)[CH2:24][CH2:25]1. The yield is 0.540. (2) The reactants are N([O-])=O.[Na+].[CH:5]1[C:14]2[C:9](=[C:10](N)[CH:11]=[CH:12][CH:13]=2)[CH:8]=[CH:7][N:6]=1.[BrH:16].[NH4+]. The catalyst is O. The product is [Br:16][C:10]1[CH:11]=[CH:12][CH:13]=[C:14]2[C:9]=1[CH:8]=[CH:7][N:6]=[CH:5]2. The yield is 0.530.